This data is from Full USPTO retrosynthesis dataset with 1.9M reactions from patents (1976-2016). The task is: Predict the reactants needed to synthesize the given product. (1) Given the product [OH:8][C:9]1[CH:14]=[CH:13][C:12]([C:15](=[O:23])[CH2:16][C:17]2[CH:22]=[CH:21][N:20]=[CH:19][CH:18]=2)=[CH:11][CH:10]=1, predict the reactants needed to synthesize it. The reactants are: C([O:8][C:9]1[CH:14]=[CH:13][C:12]([C:15](=[O:23])[CH2:16][C:17]2[CH:22]=[CH:21][N:20]=[CH:19][CH:18]=2)=[CH:11][CH:10]=1)C1C=CC=CC=1.C1COCC1. (2) Given the product [Br:1][C:2]1[CH:3]=[CH:4][C:5]2[O:9][C:8]([C:10]([NH2:12])=[O:11])=[C:7]([NH:13][C:14](=[O:18])[CH:15]([N:23]3[CH2:24][CH2:25][C@H:21]([OH:20])[CH2:22]3)[CH3:16])[C:6]=2[CH:19]=1, predict the reactants needed to synthesize it. The reactants are: [Br:1][C:2]1[CH:3]=[CH:4][C:5]2[O:9][C:8]([C:10]([NH2:12])=[O:11])=[C:7]([NH:13][C:14](=[O:18])[CH:15](Cl)[CH3:16])[C:6]=2[CH:19]=1.[OH:20][C@H:21]1[CH2:25][CH2:24][NH:23][CH2:22]1. (3) The reactants are: [OH:1][CH:2]([CH2:14][CH2:15][CH2:16][CH3:17])[CH2:3][CH2:4][N:5]([CH3:13])[C:6](=[O:12])[O:7][C:8]([CH3:11])([CH3:10])[CH3:9].[Cl:18][C:19]1[CH:24]=[CH:23][C:22]([N+:25]([O-:27])=[O:26])=[C:21](F)[CH:20]=1. Given the product [Cl:18][C:19]1[CH:20]=[CH:21][C:22]([N+:25]([O-:27])=[O:26])=[C:23]([CH:24]=1)[O:1][CH:2]([CH2:14][CH2:15][CH2:16][CH3:17])[CH2:3][CH2:4][N:5]([CH3:13])[C:6](=[O:12])[O:7][C:8]([CH3:10])([CH3:11])[CH3:9], predict the reactants needed to synthesize it. (4) Given the product [Cl:1][C:2]1[CH:3]=[C:4]([CH2:15][CH:16]([NH:20][CH:21]=[O:22])[CH:17]([CH3:18])[CH3:19])[CH:5]=[C:6]([O:9][CH2:10][CH2:11][CH2:12][O:13][CH3:14])[C:7]=1[F:8], predict the reactants needed to synthesize it. The reactants are: [Cl:1][C:2]1[CH:3]=[C:4]([CH2:15][CH:16]([NH2:20])[CH:17]([CH3:19])[CH3:18])[CH:5]=[C:6]([O:9][CH2:10][CH2:11][CH2:12][O:13][CH3:14])[C:7]=1[F:8].[CH:21](O)=[O:22]. (5) Given the product [CH3:40][O:41][C:2]1[CH:3]=[C:4]([CH:23]=[CH:24][CH:25]=1)[O:5][CH:6]1[CH2:11][CH2:10][N:9]([S:12]([C:15]2[C:16]([CH3:22])=[N:17][N:18]([CH3:21])[C:19]=2[CH3:20])(=[O:14])=[O:13])[CH2:8][CH2:7]1, predict the reactants needed to synthesize it. The reactants are: Cl[C:2]1[CH:3]=[C:4]([CH:23]=[CH:24][C:25]=1Cl)[O:5][CH:6]1[CH2:11][CH2:10][N:9]([S:12]([C:15]2[C:16]([CH3:22])=[N:17][N:18]([CH3:21])[C:19]=2[CH3:20])(=[O:14])=[O:13])[CH2:8][CH2:7]1.CN1C(C)=C(S(Cl)(=O)=O)C(C)=N1.Cl.[CH3:40][O:41]C1C=C(C=CC=1)OC1CCNCC1.